The task is: Predict the reactants needed to synthesize the given product.. This data is from Retrosynthesis with 50K atom-mapped reactions and 10 reaction types from USPTO. (1) Given the product CC(=O)Nc1nc2ccc(-c3cncc(NS(=O)(=O)c4ccc(C)cc4)c3)cc2s1, predict the reactants needed to synthesize it. The reactants are: CC(=O)Nc1nc2ccc(B3OC(C)(C)C(C)(C)O3)cc2s1.Cc1ccc(S(=O)(=O)Nc2cncc(Br)c2)cc1. (2) Given the product COC(=O)c1ccc(CNC(=O)c2cc(C(F)(F)F)cnc2Oc2ccc(F)cc2)cc1, predict the reactants needed to synthesize it. The reactants are: COC(=O)c1ccc(CN)cc1.O=C(O)c1cc(C(F)(F)F)cnc1Oc1ccc(F)cc1. (3) Given the product CCCCOc1nc(N)c2nc(OC)n(CCCNCC3CCCOC3)c2n1, predict the reactants needed to synthesize it. The reactants are: CCCCOc1nc(N)c2nc(OC)n(CCCN)c2n1.O=CC1CCCOC1.